This data is from PAMPA (Parallel Artificial Membrane Permeability Assay) permeability data from NCATS. The task is: Regression/Classification. Given a drug SMILES string, predict its absorption, distribution, metabolism, or excretion properties. Task type varies by dataset: regression for continuous measurements (e.g., permeability, clearance, half-life) or binary classification for categorical outcomes (e.g., BBB penetration, CYP inhibition). Dataset: pampa_ncats. (1) The drug is CC1=CC=C(C=C1)C2=NC3=C(NN=C3N=C2)C4=CC=CC=C4OC. The result is 1 (high permeability). (2) The compound is CC1=CC(=C(N1C2=CC(=C(C=C2)Cl)Cl)C)C3=NN=C4N3CCCCC4. The result is 1 (high permeability). (3) The molecule is COC(=O)C1=CC(=CC=C1)NC(=O)C2=CN=C(N=C2C3=CC=NC=C3)C4=CC=C(C=C4)F. The result is 1 (high permeability). (4) The result is 1 (high permeability). The molecule is C1=CC=C2C(=C1)/C(=C\C3=CC(=C(C(=C3)Br)O)Br)/C(=O)N2. (5) The drug is COC1=C(C=C(C=C1)C2=NN3C(=NC=C3NC4=CC=NC=C4)C=C2)OC. The result is 1 (high permeability). (6) The molecule is COC1=C(C=C(C=C1)NC2=NC(=NC3=CC=CC=C32)C4=CC=NC=C4)F. The result is 1 (high permeability). (7) The compound is CCCCN1C=NC2=C1C=CC(=C2)NC(=O)C3=CC(=C(C(=C3)OC)OC)OC. The result is 1 (high permeability). (8) The molecule is CCCCNC1=C(N=C(O1)C2=CC=CC3=CC=CC=C32)C#N. The result is 1 (high permeability). (9) The drug is CCC1=C(C=C(C=C1)NC(=O)C2=C(C(=C(N2)C)C(=O)C)C)[S+](=O)(NC3=CC=C(C=C3)Br)[O-]. The result is 0 (low-to-moderate permeability).